Dataset: NCI-60 drug combinations with 297,098 pairs across 59 cell lines. Task: Regression. Given two drug SMILES strings and cell line genomic features, predict the synergy score measuring deviation from expected non-interaction effect. (1) Drug 1: CN(C)N=NC1=C(NC=N1)C(=O)N. Drug 2: CC1CCCC2(C(O2)CC(NC(=O)CC(C(C(=O)C(C1O)C)(C)C)O)C(=CC3=CSC(=N3)C)C)C. Cell line: NCI-H522. Synergy scores: CSS=-2.49, Synergy_ZIP=-2.45, Synergy_Bliss=-6.30, Synergy_Loewe=-7.79, Synergy_HSA=-6.26. (2) Drug 1: CC1C(C(CC(O1)OC2CC(CC3=C2C(=C4C(=C3O)C(=O)C5=C(C4=O)C(=CC=C5)OC)O)(C(=O)CO)O)N)O.Cl. Drug 2: CC1C(C(CC(O1)OC2CC(CC3=C2C(=C4C(=C3O)C(=O)C5=C(C4=O)C(=CC=C5)OC)O)(C(=O)C)O)N)O.Cl. Cell line: K-562. Synergy scores: CSS=36.9, Synergy_ZIP=0.902, Synergy_Bliss=2.75, Synergy_Loewe=-17.7, Synergy_HSA=4.58. (3) Drug 1: CC1C(C(CC(O1)OC2CC(CC3=C2C(=C4C(=C3O)C(=O)C5=C(C4=O)C(=CC=C5)OC)O)(C(=O)CO)O)N)O.Cl. Drug 2: CN(C)N=NC1=C(NC=N1)C(=O)N. Cell line: SK-OV-3. Synergy scores: CSS=23.9, Synergy_ZIP=-4.71, Synergy_Bliss=3.43, Synergy_Loewe=0.604, Synergy_HSA=0.462. (4) Drug 1: CS(=O)(=O)C1=CC(=C(C=C1)C(=O)NC2=CC(=C(C=C2)Cl)C3=CC=CC=N3)Cl. Drug 2: CN1C(=O)N2C=NC(=C2N=N1)C(=O)N. Cell line: TK-10. Synergy scores: CSS=-0.327, Synergy_ZIP=0.421, Synergy_Bliss=-2.35, Synergy_Loewe=-8.05, Synergy_HSA=-5.81. (5) Drug 1: C1=C(C(=O)NC(=O)N1)F. Cell line: COLO 205. Synergy scores: CSS=56.0, Synergy_ZIP=-3.87, Synergy_Bliss=-9.61, Synergy_Loewe=-11.4, Synergy_HSA=-10.1. Drug 2: C1=CN(C=N1)CC(O)(P(=O)(O)O)P(=O)(O)O. (6) Drug 1: CC12CCC(CC1=CCC3C2CCC4(C3CC=C4C5=CN=CC=C5)C)O. Drug 2: CCC1(CC2CC(C3=C(CCN(C2)C1)C4=CC=CC=C4N3)(C5=C(C=C6C(=C5)C78CCN9C7C(C=CC9)(C(C(C8N6C=O)(C(=O)OC)O)OC(=O)C)CC)OC)C(=O)OC)O.OS(=O)(=O)O. Cell line: M14. Synergy scores: CSS=42.6, Synergy_ZIP=12.7, Synergy_Bliss=15.6, Synergy_Loewe=6.97, Synergy_HSA=14.6. (7) Drug 1: C1=CC(=CC=C1CCCC(=O)O)N(CCCl)CCCl. Drug 2: CC12CCC3C(C1CCC2O)C(CC4=C3C=CC(=C4)O)CCCCCCCCCS(=O)CCCC(C(F)(F)F)(F)F. Cell line: RXF 393. Synergy scores: CSS=18.2, Synergy_ZIP=-5.99, Synergy_Bliss=-0.267, Synergy_Loewe=1.36, Synergy_HSA=1.84. (8) Drug 1: CC=C1C(=O)NC(C(=O)OC2CC(=O)NC(C(=O)NC(CSSCCC=C2)C(=O)N1)C(C)C)C(C)C. Drug 2: CC1=C(N=C(N=C1N)C(CC(=O)N)NCC(C(=O)N)N)C(=O)NC(C(C2=CN=CN2)OC3C(C(C(C(O3)CO)O)O)OC4C(C(C(C(O4)CO)O)OC(=O)N)O)C(=O)NC(C)C(C(C)C(=O)NC(C(C)O)C(=O)NCCC5=NC(=CS5)C6=NC(=CS6)C(=O)NCCC[S+](C)C)O. Cell line: A549. Synergy scores: CSS=58.2, Synergy_ZIP=-5.79, Synergy_Bliss=-2.44, Synergy_Loewe=-35.2, Synergy_HSA=-1.83. (9) Cell line: HT29. Synergy scores: CSS=28.8, Synergy_ZIP=-1.20, Synergy_Bliss=-6.28, Synergy_Loewe=-35.6, Synergy_HSA=-8.62. Drug 1: CN1C(=O)N2C=NC(=C2N=N1)C(=O)N. Drug 2: C1CCC(C(C1)[NH-])[NH-].C(=O)(C(=O)[O-])[O-].[Pt+4].